Task: Predict the reactants needed to synthesize the given product.. Dataset: Full USPTO retrosynthesis dataset with 1.9M reactions from patents (1976-2016) (1) Given the product [CH3:44][O:43][C:40]1[CH:39]=[CH:38][C:37]([CH2:36][N:8]([CH2:7][C:6]2[CH:5]=[CH:4][C:3]([O:2][CH3:1])=[CH:46][CH:45]=2)[C:9]2[N:14]=[C:13]([CH3:15])[N:12]=[C:11]([C:16]3[CH:17]=[C:18]([CH2:31][N:32]([CH2:33][CH2:34][OH:35])[C:49](=[O:50])[CH2:48][Cl:47])[CH:19]=[N:20][C:21]=3[NH:22][C:23]3[CH:24]=[N:25][C:26]([O:29][CH3:30])=[CH:27][CH:28]=3)[N:10]=2)=[CH:42][CH:41]=1, predict the reactants needed to synthesize it. The reactants are: [CH3:1][O:2][C:3]1[CH:46]=[CH:45][C:6]([CH2:7][N:8]([CH2:36][C:37]2[CH:42]=[CH:41][C:40]([O:43][CH3:44])=[CH:39][CH:38]=2)[C:9]2[N:14]=[C:13]([CH3:15])[N:12]=[C:11]([C:16]3[CH:17]=[C:18]([CH2:31][NH:32][CH2:33][CH2:34][OH:35])[CH:19]=[N:20][C:21]=3[NH:22][C:23]3[CH:24]=[N:25][C:26]([O:29][CH3:30])=[CH:27][CH:28]=3)[N:10]=2)=[CH:5][CH:4]=1.[Cl:47][CH2:48][C:49](Cl)=[O:50].C(N(CC)CC)C.C([O-])([O-])=O.[K+].[K+]. (2) The reactants are: [C:1]([NH:6][CH2:7][CH2:8][CH2:9][CH2:10][CH2:11][CH2:12][CH2:13][CH2:14][CH2:15][CH2:16][C:17]([OH:19])=[O:18])(=[O:5])[C:2]([CH3:4])=[CH2:3].[C:20]([O:25][CH2:26][CH2:27][O:28][P:29](=[O:32])([OH:31])[OH:30])(=[O:24])[C:21]([CH3:23])=[CH2:22].[OH-].[Na+].N(C(C)(C)C#N)=NC(C)(C)C#N. Given the product [C:1]([NH:6][CH2:7][CH2:8][CH2:9][CH2:10][CH2:11][CH2:12][CH2:13][CH2:14][CH2:15][CH2:16][C:17]([OH:19])=[O:18])(=[O:5])[C:2]([CH3:4])=[CH2:3].[C:20]([O:25][CH2:26][CH2:27][O:28][P:29](=[O:30])([OH:31])[OH:32])(=[O:24])[C:21]([CH3:23])=[CH2:22], predict the reactants needed to synthesize it. (3) Given the product [CH3:30][C:29]([CH3:32])([CH3:31])[C:28]([C:25]1[CH:24]=[CH:23][C:22]([O:21][CH2:16][CH2:15][CH2:14][O:13][C:10]2[CH:9]=[CH:8][C:7]([CH2:6][C@H:5]([O:18][CH3:19])[C:4]([OH:3])=[O:20])=[CH:12][CH:11]=2)=[CH:27][CH:26]=1)=[O:33], predict the reactants needed to synthesize it. The reactants are: C([O:3][C:4](=[O:20])[C@@H:5]([O:18][CH3:19])[CH2:6][C:7]1[CH:12]=[CH:11][C:10]([O:13][CH2:14][CH2:15][CH2:16]Br)=[CH:9][CH:8]=1)C.[OH:21][C:22]1[CH:27]=[CH:26][C:25]([C:28](=[O:33])[C:29]([CH3:32])([CH3:31])[CH3:30])=[CH:24][CH:23]=1.[OH-].[Na+]. (4) Given the product [CH2:1]([C:3]1[CH:4]=[C:5]2[C:10](=[CH:11][C:12]=1[O:13][CH3:14])[O:9][CH:8]([C:15]([F:16])([F:17])[F:18])[C:7]([C:19]([O-:21])=[O:20])=[CH:6]2)[CH3:2].[Na+:23], predict the reactants needed to synthesize it. The reactants are: [CH2:1]([C:3]1[CH:4]=[C:5]2[C:10](=[CH:11][C:12]=1[O:13][CH3:14])[O:9][CH:8]([C:15]([F:18])([F:17])[F:16])[C:7]([C:19]([OH:21])=[O:20])=[CH:6]2)[CH3:2].[OH-].[Na+:23]. (5) Given the product [NH2:8][C:9]1[O:17][C:16]2[C:11](=[N:12][CH:13]=[C:14]([CH:18]3[CH2:22][CH2:21][O:20][CH2:19]3)[CH:15]=2)[C:10]=1[C:23]([NH:26][C:27]1[CH:28]=[N:29][CH:30]=[CH:31][C:32]=1[N:33]1[CH2:38][C@H:37]([CH3:39])[CH2:36][C@H:35]([NH2:40])[CH2:34]1)=[O:25], predict the reactants needed to synthesize it. The reactants are: C(OC([NH:8][C:9]1[O:17][C:16]2[C:11](=[N:12][CH:13]=[C:14]([CH:18]3[CH2:22][CH2:21][O:20][CH2:19]3)[CH:15]=2)[C:10]=1[C:23]([OH:25])=O)=O)(C)(C)C.[NH2:26][C:27]1[CH:28]=[N:29][CH:30]=[CH:31][C:32]=1[N:33]1[CH2:38][C@H:37]([CH3:39])[CH2:36][C@H:35]([NH:40]C(=O)OC(C)(C)C)[CH2:34]1.CN(C(ON1N=NC2C=CC=NC1=2)=[N+](C)C)C.F[P-](F)(F)(F)(F)F.CCN(C(C)C)C(C)C. (6) The reactants are: Br[C:2]1[CH:3]=[C:4]([CH:8]([NH:14][C:15]([C@@H:17]2[CH2:22][CH2:21][CH2:20][N:19]([C:23](=[O:39])[CH2:24][CH2:25][CH:26]3[CH2:31][CH2:30][N:29]([C:32]([O:34][C:35]([CH3:38])([CH3:37])[CH3:36])=[O:33])[CH2:28][CH2:27]3)[CH2:18]2)=[O:16])[CH2:9][C:10]([O:12][CH3:13])=[O:11])[CH:5]=[N:6][CH:7]=1.[C:40]([C:42]1[CH:43]=[C:44](B(O)O)[CH:45]=[CH:46][C:47]=1[F:48])#[N:41].[F-].[K+]. Given the product [C:40]([C:42]1[CH:43]=[C:44]([C:2]2[CH:3]=[C:4]([CH:8]([NH:14][C:15]([C@@H:17]3[CH2:22][CH2:21][CH2:20][N:19]([C:23](=[O:39])[CH2:24][CH2:25][CH:26]4[CH2:31][CH2:30][N:29]([C:32]([O:34][C:35]([CH3:37])([CH3:38])[CH3:36])=[O:33])[CH2:28][CH2:27]4)[CH2:18]3)=[O:16])[CH2:9][C:10]([O:12][CH3:13])=[O:11])[CH:5]=[N:6][CH:7]=2)[CH:45]=[CH:46][C:47]=1[F:48])#[N:41], predict the reactants needed to synthesize it.